From a dataset of Full USPTO retrosynthesis dataset with 1.9M reactions from patents (1976-2016). Predict the reactants needed to synthesize the given product. (1) The reactants are: C([O:8][C:9]1[CH:18]=[C:17]2[C:12]([C:13]([O:19][C:20]3[CH:21]=[C:22]4[C:26](=[CH:27][CH:28]=3)[NH:25][C:24]([CH3:29])=[C:23]4[CH3:30])=[N:14][CH:15]=[N:16]2)=[CH:11][C:10]=1[O:31][CH3:32])C1C=CC=CC=1.C([O-])=O.[NH4+]. Given the product [CH3:29][C:24]1[NH:25][C:26]2[C:22]([C:23]=1[CH3:30])=[CH:21][C:20]([O:19][C:13]1[C:12]3[C:17](=[CH:18][C:9]([OH:8])=[C:10]([O:31][CH3:32])[CH:11]=3)[N:16]=[CH:15][N:14]=1)=[CH:28][CH:27]=2, predict the reactants needed to synthesize it. (2) The reactants are: CON(C)[C:4]([C:6]1[N:7]=[CH:8][N:9]([C:11]2[CH:16]=[CH:15][CH:14]=[C:13]([C:17]3[C:18]([Cl:23])=[N:19][CH:20]=[CH:21][CH:22]=3)[CH:12]=2)[CH:10]=1)=[O:5].Br[C:26]1[C:31]([CH3:32])=[CH:30][CH:29]=[CH:28][N:27]=1. Given the product [Cl:23][C:18]1[C:17]([C:13]2[CH:12]=[C:11]([N:9]3[CH:10]=[C:6]([C:4]([C:26]4[C:31]([CH3:32])=[CH:30][CH:29]=[CH:28][N:27]=4)=[O:5])[N:7]=[CH:8]3)[CH:16]=[CH:15][CH:14]=2)=[CH:22][CH:21]=[CH:20][N:19]=1, predict the reactants needed to synthesize it. (3) Given the product [CH3:29][O:30][C:31]1[CH:7]=[C:2]([C:2]2[CH:7]=[CH:6][CH:5]=[CH:4][C:3]=2[NH:8][C:9](=[O:19])[CH:10]([OH:18])[C:11]2[CH:16]=[CH:15][C:14]([CH3:17])=[CH:13][CH:12]=2)[CH:3]=[CH:4][C:32]=1[OH:33], predict the reactants needed to synthesize it. The reactants are: Br[C:2]1[CH:7]=[CH:6][CH:5]=[CH:4][C:3]=1[NH:8][C:9](=[O:19])[CH:10]([OH:18])[C:11]1[CH:16]=[CH:15][C:14]([CH3:17])=[CH:13][CH:12]=1.O.P([O-])([O-])([O-])=O.[K+].[K+].[K+].[CH3:29][O:30][CH2:31][CH2:32][O:33]C. (4) Given the product [CH:1]([C:4]1[CH:9]=[CH:8][CH:7]=[CH:6][C:5]=1[NH:10][C:11]1[CH:12]=[C:13]([C:20]2[CH:25]=[CH:24][CH:23]=[CH:22][CH:21]=2)[CH:14]=[CH:15][C:16]=1[NH2:17])([CH3:3])[CH3:2], predict the reactants needed to synthesize it. The reactants are: [CH:1]([C:4]1[CH:9]=[CH:8][CH:7]=[CH:6][C:5]=1[NH:10][C:11]1[CH:12]=[C:13]([C:20]2[CH:25]=[CH:24][CH:23]=[CH:22][CH:21]=2)[CH:14]=[CH:15][C:16]=1[N+:17]([O-])=O)([CH3:3])[CH3:2].C(O)(=O)C. (5) The reactants are: Cl[C:2]1[N:7]([C:8]2[CH:13]=[CH:12][C:11]([I:14])=[CH:10][C:9]=2[F:15])[C:6](=[O:16])[N:5]([CH:17]2[CH2:19][CH2:18]2)[C:4](=[O:20])[CH:3]=1.[CH3:21][NH2:22]. Given the product [CH:17]1([N:5]2[C:4](=[O:20])[CH:3]=[C:2]([NH:22][CH3:21])[N:7]([C:8]3[CH:13]=[CH:12][C:11]([I:14])=[CH:10][C:9]=3[F:15])[C:6]2=[O:16])[CH2:19][CH2:18]1, predict the reactants needed to synthesize it. (6) Given the product [CH3:27][O:26][N:25]([CH3:24])[C:7](=[O:9])[C:6]1[CH:10]=[CH:11][CH:12]=[C:4]([CH2:3][O:2][CH3:1])[CH:5]=1, predict the reactants needed to synthesize it. The reactants are: [CH3:1][O:2][CH2:3][C:4]1[CH:5]=[C:6]([CH:10]=[CH:11][CH:12]=1)[C:7]([OH:9])=O.CN(C)C=O.C(Cl)(=O)C(Cl)=O.[CH3:24][NH:25][O:26][CH3:27].C(N(CC)CC)C.